Dataset: Catalyst prediction with 721,799 reactions and 888 catalyst types from USPTO. Task: Predict which catalyst facilitates the given reaction. (1) Reactant: [CH:1]([C:4]1[N:24]=[C:7]2[CH:8]=[C:9]([NH:12][C:13]([C:15]3[N:19]([CH3:20])[N:18]=[CH:17][C:16]=3[C:21](O)=[O:22])=[O:14])[CH:10]=[CH:11][N:6]2[N:5]=1)([CH3:3])[CH3:2].Cl.[F:26][CH:27]1[CH2:30][NH:29][CH2:28]1.CCCP(=O)=O.C(N(C(C)C)CC)(C)C. Product: [CH:1]([C:4]1[N:24]=[C:7]2[CH:8]=[C:9]([NH:12][C:13]([C:15]3[N:19]([CH3:20])[N:18]=[CH:17][C:16]=3[C:21]([N:29]3[CH2:30][CH:27]([F:26])[CH2:28]3)=[O:22])=[O:14])[CH:10]=[CH:11][N:6]2[N:5]=1)([CH3:2])[CH3:3]. The catalyst class is: 7. (2) Reactant: [CH:1]1([CH:4]=O)C[CH2:2]1.[NH2:6][C:7]1[C:8](=[O:13])[NH:9][CH:10]=[CH:11][CH:12]=1.P(O)(OC1C=CC=CC=1)(O[C:17]1C=CC=CC=1)=O.[CH:31](/[NH:34][C:35](=[O:44])[O:36][CH2:37][C:38]1[CH:43]=[CH:42][CH:41]=[CH:40][CH:39]=1)=[CH:32]\[CH3:33]. Product: [CH:1]1([C@H:33]2[C@H:32]([CH3:17])[C@@H:31]([NH:34][C:35](=[O:44])[O:36][CH2:37][C:38]3[CH:39]=[CH:40][CH:41]=[CH:42][CH:43]=3)[C:12]3[CH:11]=[CH:10][NH:9][C:8](=[O:13])[C:7]=3[NH:6]2)[CH2:4][CH2:2]1. The catalyst class is: 2. (3) The catalyst class is: 268. Product: [F:29][C:30]1[C:31]([F:40])=[C:32]([F:39])[C:33]([F:38])=[C:34]([F:37])[C:35]=1[O:36][P:1]([NH:12][C@@H:13]([CH3:21])[C:14]([O:16][CH2:17][CH2:18][CH2:19][CH3:20])=[O:15])([O:3][C:4]1[CH:9]=[CH:8][CH:7]=[CH:6][CH:5]=1)=[O:2]. Reactant: [P:1](Cl)(Cl)([O:3][C:4]1[CH:9]=[CH:8][CH:7]=[CH:6][CH:5]=1)=[O:2].[NH2:12][C@@H:13]([CH3:21])[C:14]([O:16][CH2:17][CH2:18][CH2:19][CH3:20])=[O:15].C(N(CC)CC)C.[F:29][C:30]1[C:35]([OH:36])=[C:34]([F:37])[C:33]([F:38])=[C:32]([F:39])[C:31]=1[F:40]. (4) Reactant: [CH2:1]([O:8][C:9]1[CH:24]=[CH:23][C:22]([O:25][CH2:26][C:27]2[CH:32]=[CH:31][CH:30]=[CH:29][CH:28]=2)=[CH:21][C:10]=1[O:11][CH2:12][C:13]([C:15]1[CH:20]=[CH:19][CH:18]=[CH:17][CH:16]=1)=[O:14])[C:2]1[CH:7]=[CH:6][CH:5]=[CH:4][CH:3]=1.[BH4-].[Na+].O. Product: [CH2:1]([O:8][C:9]1[CH:24]=[CH:23][C:22]([O:25][CH2:26][C:27]2[CH:32]=[CH:31][CH:30]=[CH:29][CH:28]=2)=[CH:21][C:10]=1[O:11][CH2:12][CH:13]([C:15]1[CH:20]=[CH:19][CH:18]=[CH:17][CH:16]=1)[OH:14])[C:2]1[CH:3]=[CH:4][CH:5]=[CH:6][CH:7]=1. The catalyst class is: 111. (5) The catalyst class is: 16. Product: [C:8]([O:12][C:13](=[O:31])[CH2:14][CH2:15][NH:16][C:17]([C:19]1[CH:28]=[C:27]2[C:22]([C:23]([Cl:30])=[CH:24][N:25]=[C:26]2[NH:6][C:5]([NH2:7])=[NH:4])=[CH:21][CH:20]=1)=[O:18])([CH3:11])([CH3:9])[CH3:10]. Reactant: [H-].[Na+].Cl.[NH2:4][C:5]([NH2:7])=[NH:6].[C:8]([O:12][C:13](=[O:31])[CH2:14][CH2:15][NH:16][C:17]([C:19]1[CH:28]=[C:27]2[C:22]([C:23]([Cl:30])=[CH:24][N:25]=[C:26]2Cl)=[CH:21][CH:20]=1)=[O:18])([CH3:11])([CH3:10])[CH3:9].O. (6) Reactant: C1(P(C2C=CC=CC=2)C2C=CC=CC=2)C=CC=CC=1.[C:20]([Br:24])(Br)(Br)Br.OC[CH2:27][C:28]1[CH:29]=[CH:30][C:31]2[N:32]([N:34]=[C:35]([C:48]3[CH:53]=[CH:52][CH:51]=[CH:50][CH:49]=3)[C:36]=2[CH2:37][C:38]2[N:43]=[C:42]([C:44]([O:46][CH3:47])=[O:45])[CH:41]=[CH:40][CH:39]=2)[CH:33]=1. Product: [Br:24][CH2:20][CH2:27][C:28]1[CH:29]=[CH:30][C:31]2[N:32]([N:34]=[C:35]([C:48]3[CH:53]=[CH:52][CH:51]=[CH:50][CH:49]=3)[C:36]=2[CH2:37][C:38]2[N:43]=[C:42]([C:44]([O:46][CH3:47])=[O:45])[CH:41]=[CH:40][CH:39]=2)[CH:33]=1. The catalyst class is: 4. (7) Reactant: [CH2:1]([N:8]1[CH2:13][CH2:12][CH:11]([CH3:14])[CH:10]([NH:15][C:16]2[C:17]3[N:18]([CH:24]=[CH:25][CH:26]=3)[N:19]=[CH:20][C:21]=2[C:22]#[N:23])[CH2:9]1)[C:2]1[CH:7]=[CH:6][CH:5]=[CH:4][CH:3]=1.[NH4+].[OH-:28].OO. Product: [CH2:1]([N:8]1[CH2:13][CH2:12][CH:11]([CH3:14])[CH:10]([NH:15][C:16]2[C:17]3[N:18]([CH:24]=[CH:25][CH:26]=3)[N:19]=[CH:20][C:21]=2[C:22]([NH2:23])=[O:28])[CH2:9]1)[C:2]1[CH:7]=[CH:6][CH:5]=[CH:4][CH:3]=1. The catalyst class is: 14. (8) Reactant: [CH:1]([C:3]1[CH:4]=[N:5][CH:6]=[CH:7][C:8]=1[C:9]1[CH:10]=[C:11]([CH:14]=[CH:15][CH:16]=1)[C:12]#[N:13])=[O:2].[C:17]([C:21]1[CH:26]=[CH:25][C:24]([Mg]Br)=[CH:23][CH:22]=1)([CH3:20])([CH3:19])[CH3:18]. Product: [C:17]([C:21]1[CH:26]=[CH:25][C:24]([CH:1]([OH:2])[C:3]2[CH:4]=[N:5][CH:6]=[CH:7][C:8]=2[C:9]2[CH:10]=[C:11]([CH:14]=[CH:15][CH:16]=2)[C:12]#[N:13])=[CH:23][CH:22]=1)([CH3:20])([CH3:19])[CH3:18]. The catalyst class is: 1. (9) Product: [CH3:1][N:2]1[CH:7]=[C:6]([C:8]2[CH:13]=[C:12]([S:14]([CH3:17])(=[O:15])=[O:16])[CH:11]=[CH:10][C:9]=2[NH:18][CH:19]2[CH2:20][CH2:21][NH:22][CH2:23][CH2:24]2)[C:5]2[CH:32]=[CH:33][NH:34][C:4]=2[C:3]1=[O:35]. The catalyst class is: 4. Reactant: [CH3:1][N:2]1[CH:7]=[C:6]([C:8]2[CH:13]=[C:12]([S:14]([CH3:17])(=[O:16])=[O:15])[CH:11]=[CH:10][C:9]=2[NH:18][CH:19]2[CH2:24][CH2:23][N:22](C(OC(C)(C)C)=O)[CH2:21][CH2:20]2)[C:5]2[CH:32]=[CH:33][NH:34][C:4]=2[C:3]1=[O:35].FC(F)(F)C(O)=O.C(=O)([O-])[O-].[Na+].[Na+]. (10) Reactant: [C:1]([C:4]1[CH:24]=[CH:23][C:7]([O:8][CH2:9][CH2:10][CH2:11][CH2:12][CH2:13][O:14][C:15]2[CH:22]=[CH:21][C:18]([C:19]#[N:20])=[CH:17][CH:16]=2)=[C:6]([CH2:25][CH2:26][CH3:27])[C:5]=1[OH:28])(=[O:3])[CH3:2].[N:29]([Si](C)(C)C)=[N+:30]=[N-:31].C([Sn](=O)CCCC)CCC. Product: [OH:28][C:5]1[C:6]([CH2:25][CH2:26][CH3:27])=[C:7]([O:8][CH2:9][CH2:10][CH2:11][CH2:12][CH2:13][O:14][C:15]2[CH:16]=[CH:17][C:18]([C:19]3[NH:31][N:30]=[N:29][N:20]=3)=[CH:21][CH:22]=2)[CH:23]=[CH:24][C:4]=1[C:1](=[O:3])[CH3:2]. The catalyst class is: 11.